This data is from Catalyst prediction with 721,799 reactions and 888 catalyst types from USPTO. The task is: Predict which catalyst facilitates the given reaction. Reactant: [OH:1][C:2]1[CH:3]=[C:4]([CH:9]=[CH:10][C:11]=1[O:12][CH3:13])[C:5]([O:7][CH3:8])=[O:6].Br[CH2:15][CH2:16][CH2:17][OH:18].C([O-])([O-])=O.[K+].[K+].CCCCCC.CCOC(C)=O. The catalyst class is: 23. Product: [CH3:8][O:7][C:5](=[O:6])[C:4]1[CH:9]=[CH:10][C:11]([O:12][CH3:13])=[C:2]([O:1][CH2:15][CH2:16][CH2:17][OH:18])[CH:3]=1.